This data is from Catalyst prediction with 721,799 reactions and 888 catalyst types from USPTO. The task is: Predict which catalyst facilitates the given reaction. Reactant: [CH:1]1([NH:7][CH:8]2[CH2:13][CH2:12][CH2:11][CH2:10][CH2:9]2)[CH2:6][CH2:5][CH2:4][CH2:3][CH2:2]1.C[Mg]Br.[F:17][C:18]1[CH:25]=[CH:24][CH:23]=[C:22]([F:26])[C:19]=1[C:20]#[N:21]. Product: [CH:8]1([N:7]([CH:1]2[CH2:2][CH2:3][CH2:4][CH2:5][CH2:6]2)[C:20](=[NH:21])[C:19]2[C:18]([F:17])=[CH:25][CH:24]=[CH:23][C:22]=2[F:26])[CH2:9][CH2:10][CH2:11][CH2:12][CH2:13]1. The catalyst class is: 715.